Task: Predict the reactants needed to synthesize the given product.. Dataset: Full USPTO retrosynthesis dataset with 1.9M reactions from patents (1976-2016) (1) Given the product [C:33]([C@H:31]1[CH2:30][C@H:29]([NH:28][C:27]([C:10]2[S:11][C:12]([C:13]3[CH:14]=[C:15]([C:23]([CH3:25])([CH3:24])[CH3:26])[N:16]=[C:17]([C:19]([CH3:22])([CH3:21])[CH3:20])[CH:18]=3)=[C:8]([CH2:7][CH:1]3[CH2:6][CH2:5][CH2:4][CH2:3][CH2:2]3)[N+:9]=2[O-:38])=[O:37])[CH2:32]1)([OH:35])=[O:34], predict the reactants needed to synthesize it. The reactants are: [CH:1]1([CH2:7][C:8]2[N+:9]([O-:38])=[C:10]([C:27](=[O:37])[NH:28][C@H:29]3[CH2:32][C@H:31]([C:33]([O:35]C)=[O:34])[CH2:30]3)[S:11][C:12]=2[C:13]2[CH:18]=[C:17]([C:19]([CH3:22])([CH3:21])[CH3:20])[N:16]=[C:15]([C:23]([CH3:26])([CH3:25])[CH3:24])[CH:14]=2)[CH2:6][CH2:5][CH2:4][CH2:3][CH2:2]1.O[Li].O. (2) Given the product [ClH:1].[NH2:45][C:43](=[O:44])[C:42]([N:21]1[CH2:20][CH2:19][CH:18]([N:15]2[CH2:16][CH2:17][C@@H:12]([C:10]([N:9]([CH2:8][C:7]3[CH:33]=[C:34]([C:36]([F:38])([F:39])[F:37])[CH:35]=[C:5]([C:4]([F:40])([F:3])[F:41])[CH:6]=3)[CH3:32])=[O:11])[C@H:13]([C:24]3[CH:29]=[CH:28][C:27]([F:30])=[CH:26][C:25]=3[CH3:31])[CH2:14]2)[CH2:23][CH2:22]1)=[O:46], predict the reactants needed to synthesize it. The reactants are: [ClH:1].Cl.[F:3][C:4]([F:41])([F:40])[C:5]1[CH:6]=[C:7]([CH:33]=[C:34]([C:36]([F:39])([F:38])[F:37])[CH:35]=1)[CH2:8][N:9]([CH3:32])[C:10]([C@@H:12]1[CH2:17][CH2:16][N:15]([CH:18]2[CH2:23][CH2:22][NH:21][CH2:20][CH2:19]2)[CH2:14][C@H:13]1[C:24]1[CH:29]=[CH:28][C:27]([F:30])=[CH:26][C:25]=1[CH3:31])=[O:11].[C:42](O)(=[O:46])[C:43]([NH2:45])=[O:44].Cl.C(OCC)(=O)C.